From a dataset of Full USPTO retrosynthesis dataset with 1.9M reactions from patents (1976-2016). Predict the reactants needed to synthesize the given product. (1) Given the product [CH3:29][N:27]([CH2:26][CH2:25][NH:24][C:21]1[N:22]=[CH:23][C:18]([CH2:17][N:14]2[CH2:15][CH2:16][NH:11][C@@H:12]([CH2:31][O:32][CH3:33])[C:13]2=[O:30])=[CH:19][N:20]=1)[CH3:28], predict the reactants needed to synthesize it. The reactants are: C(OC([N:11]1[CH2:16][CH2:15][N:14]([CH2:17][C:18]2[CH:19]=[N:20][C:21]([NH:24][CH2:25][CH2:26][N:27]([CH3:29])[CH3:28])=[N:22][CH:23]=2)[C:13](=[O:30])[C@@H:12]1[CH2:31][O:32][CH3:33])=O)C1C=CC=CC=1. (2) Given the product [CH2:1]([O:3][C:4](=[O:24])[C:5]([O:7][C:8]1[CH:13]=[CH:12][CH:11]=[C:10]([C:14](=[O:22])[NH:15][CH:16]2[CH2:17][CH2:18][N:19]([CH2:31][C:30]3[CH:33]=[C:34]([O:41][CH2:42][CH3:43])[C:35]([N:36]4[CH:40]=[CH:39][CH:38]=[CH:37]4)=[C:28]([O:27][CH2:25][CH3:26])[CH:29]=3)[CH2:20][CH2:21]2)[CH:9]=1)([CH3:23])[CH3:6])[CH3:2], predict the reactants needed to synthesize it. The reactants are: [CH2:1]([O:3][C:4](=[O:24])[C:5]([CH3:23])([O:7][C:8]1[CH:13]=[CH:12][CH:11]=[C:10]([C:14](=[O:22])[NH:15][CH:16]2[CH2:21][CH2:20][NH:19][CH2:18][CH2:17]2)[CH:9]=1)[CH3:6])[CH3:2].[CH2:25]([O:27][C:28]1[CH:29]=[C:30]([CH:33]=[C:34]([O:41][CH2:42][CH3:43])[C:35]=1[N:36]1[CH:40]=[CH:39][CH:38]=[CH:37]1)[CH:31]=O)[CH3:26].C([BH3-])#N.[Na+].C(N(C(C)C)C(C)C)C. (3) Given the product [CH2:18]([O:15][C:12]1[CH:11]=[CH:10][C:9]([O:8][CH2:1][C:2]2[CH:3]=[CH:4][CH:5]=[CH:6][CH:7]=2)=[CH:14][CH:13]=1)[CH2:19][CH3:20], predict the reactants needed to synthesize it. The reactants are: [CH2:1]([O:8][C:9]1[CH:14]=[CH:13][C:12]([OH:15])=[CH:11][CH:10]=1)[C:2]1[CH:7]=[CH:6][CH:5]=[CH:4][CH:3]=1.[OH-].[Na+].[CH3:18][CH2:19][CH2:20]Br.O. (4) Given the product [CH3:17][C:18]1([O:34][C:12]2[CH:11]=[CH:10][C:18]3[C:17]4[CH:19]=[C:20]([C:23]#[N:24])[N:21]=[CH:22][C:16]=4[NH:15][C:14]=3[N:13]=2)[CH2:10][CH2:11][CH2:12][NH:13][CH2:14]1, predict the reactants needed to synthesize it. The reactants are: CC1(CO[C:10]2[C:18]3[C:17]4[CH:19]=[C:20]([C:23]#[N:24])[N:21]=[CH:22][C:16]=4[N:15](COCC[Si](C)(C)C)[C:14]=3[N:13]=[CH:12][CH:11]=2)CCCNC1.Br.[OH-:34].[Na+].Cl. (5) Given the product [Cl:19][C:16]1[CH:15]=[CH:14][C:13]([C:12]2[NH:8][C:9]3[CH:28]=[C:27]([C:29]([OH:31])=[O:30])[S:26][C:10]=3[C:11]=2[CH:20]2[CH2:21][CH2:22][CH2:23][CH2:24][CH2:25]2)=[CH:18][CH:17]=1, predict the reactants needed to synthesize it. The reactants are: C(OC([N:8]1[C:12]([C:13]2[CH:18]=[CH:17][C:16]([Cl:19])=[CH:15][CH:14]=2)=[C:11]([CH:20]2[CH2:25][CH2:24][CH2:23][CH2:22][CH2:21]2)[C:10]2[S:26][C:27]([C:29]([O:31]C)=[O:30])=[CH:28][C:9]1=2)=O)(C)(C)C.[OH-].[Na+].